This data is from Catalyst prediction with 721,799 reactions and 888 catalyst types from USPTO. The task is: Predict which catalyst facilitates the given reaction. (1) Reactant: [OH-].[Na+].OO.[F:5][C:6]1[CH:11]=[C:10]([F:12])[CH:9]=[CH:8][C:7]=1[C@:13]1([CH2:32][I:33])[O:17][CH2:16][C@@H:15]([C:18](N2[C@H](C3C=CC=CC=3)COC2=O)=[O:19])[CH2:14]1.S([O-])([O-])=[O:35].[Na+].[Na+]. Product: [F:5][C:6]1[CH:11]=[C:10]([F:12])[CH:9]=[CH:8][C:7]=1[C@:13]1([CH2:32][I:33])[O:17][CH2:16][C@@H:15]([C:18]([OH:19])=[O:35])[CH2:14]1. The catalyst class is: 132. (2) Reactant: CC(C)=CC[C@@H](O)[C:6]1[C:16](=[O:17])[C:15]2[C:14](O)=[CH:13][CH:12]=[C:11](O)[C:10]=2[C:8](=[O:9])C=1.CC(C)=CCC(OC(C=C(C)C)=O)C1C(=O)C2C(=C(O)C=CC=2O)C(=[O:30])C=1. Product: [CH2:15]([OH:30])[CH:16]([OH:17])[CH3:6].[CH2:8]([OH:9])[C:10]1[CH:11]=[CH:12][CH:13]=[CH:14][CH:15]=1. The catalyst class is: 8. (3) Reactant: [C:1]1([C:30]2[CH:35]=[CH:34][CH:33]=[CH:32][CH:31]=2)[CH:6]=[CH:5][C:4]([C:7]2[N:12]=[C:11]3[CH:13]=[C:14]([O:24][CH2:25][CH2:26][CH2:27][OH:28])[N:15]([CH2:16][O:17][CH2:18][CH2:19][Si:20]([CH3:23])([CH3:22])[CH3:21])[C:10]3=[CH:9][C:8]=2[Cl:29])=[CH:3][CH:2]=1.CC(OI1(OC(C)=O)(OC(C)=O)OC(=O)C2C=CC=CC1=2)=O. Product: [C:1]1([C:30]2[CH:31]=[CH:32][CH:33]=[CH:34][CH:35]=2)[CH:6]=[CH:5][C:4]([C:7]2[N:12]=[C:11]3[CH:13]=[C:14]([O:24][CH2:25][CH2:26][CH:27]=[O:28])[N:15]([CH2:16][O:17][CH2:18][CH2:19][Si:20]([CH3:22])([CH3:23])[CH3:21])[C:10]3=[CH:9][C:8]=2[Cl:29])=[CH:3][CH:2]=1. The catalyst class is: 2. (4) The catalyst class is: 24. Reactant: [C:1]([O:5][C:6]([N:8]1[CH2:13][CH2:12][CH:11]([C:14]2[CH:19]=[C:18]([CH3:20])[C:17]([C:21]([O:23]C)=[O:22])=[CH:16][C:15]=2[C:25]([F:28])([F:27])[F:26])[CH2:10][CH2:9]1)=[O:7])([CH3:4])([CH3:3])[CH3:2].O.[OH-].[Li+]. Product: [C:1]([O:5][C:6]([N:8]1[CH2:13][CH2:12][CH:11]([C:14]2[CH:19]=[C:18]([CH3:20])[C:17]([C:21]([OH:23])=[O:22])=[CH:16][C:15]=2[C:25]([F:28])([F:26])[F:27])[CH2:10][CH2:9]1)=[O:7])([CH3:4])([CH3:2])[CH3:3]. (5) Reactant: [C:1]([O:5][C:6](=[O:29])[N:7]([CH:9]1[CH:13]([C:14]2[CH:19]=[CH:18][C:17]([Cl:20])=[C:16]([Cl:21])[CH:15]=2)[CH2:12][N:11](CC2C=CC=CC=2)[CH2:10]1)[CH3:8])([CH3:4])([CH3:3])[CH3:2].ClC(OCC(Cl)(Cl)Cl)=O. Product: [C:1]([O:5][C:6](=[O:29])[N:7]([C@@H:9]1[C@@H:13]([C:14]2[CH:19]=[CH:18][C:17]([Cl:20])=[C:16]([Cl:21])[CH:15]=2)[CH2:12][NH:11][CH2:10]1)[CH3:8])([CH3:4])([CH3:2])[CH3:3]. The catalyst class is: 23. (6) Reactant: [CH:1]([C:4]1[C:5]2[CH:14]=[CH:13][CH:12]=[CH:11][C:6]=2[S:7][C:8]=1[CH:9]=[O:10])([CH3:3])[CH3:2].[Mn]([O-])(=O)(=O)=[O:16].[K+]. Product: [CH:1]([C:4]1[C:5]2[CH:14]=[CH:13][CH:12]=[CH:11][C:6]=2[S:7][C:8]=1[C:9]([OH:16])=[O:10])([CH3:3])[CH3:2]. The catalyst class is: 95.